This data is from Experimentally validated miRNA-target interactions with 360,000+ pairs, plus equal number of negative samples. The task is: Binary Classification. Given a miRNA mature sequence and a target amino acid sequence, predict their likelihood of interaction. The miRNA is hsa-miR-891a-3p with sequence AGUGGCACAUGUUUGUUGUGAG. The protein sequence of the target gene is MKVLLLKDAKEDDCGQDPYIRELGLYGLEATLIPVLSFEFLSLPSFSEKLSHPEDYGGLIFTSPRAVEAAELCLEQNNKTEVWERSLKEKWNAKSVYVVGNATASLVSKIGLDTEGETCGNAEKLAEYICSRESSALPLLFPCGNLKREILPKALKDKGIAMESITVYQTVAHPGIQGNLNSYYSQQGVPASITFFSPSGLTYSLKHIQELSGDNIDQIKFAAIGPTTARALAAQGLPVSCTAESPTPQALATGIRKALQPHGCC. Result: 1 (interaction).